This data is from Full USPTO retrosynthesis dataset with 1.9M reactions from patents (1976-2016). The task is: Predict the reactants needed to synthesize the given product. (1) Given the product [F:29][C:27]([F:30])([F:28])[C:19]1[CH:18]=[C:17]([CH:22]=[C:21]([C:23]([F:26])([F:25])[F:24])[CH:20]=1)[CH2:16][N:13]([CH2:12][C:11]1[C:6]([N:5]([CH2:4][CH:1]2[CH2:3][CH2:2]2)[CH2:32][CH:33]2[CH2:35][CH2:34]2)=[N:7][C:8]([F:31])=[CH:9][CH:10]=1)[C:14]1[NH:39][N:38]=[N:37][N:15]=1, predict the reactants needed to synthesize it. The reactants are: [CH:1]1([CH2:4][N:5]([CH2:32][CH:33]2[CH2:35][CH2:34]2)[C:6]2[C:11]([CH2:12][N:13]([CH2:16][C:17]3[CH:22]=[C:21]([C:23]([F:26])([F:25])[F:24])[CH:20]=[C:19]([C:27]([F:30])([F:29])[F:28])[CH:18]=3)[C:14]#[N:15])=[CH:10][CH:9]=[C:8]([F:31])[N:7]=2)[CH2:3][CH2:2]1.O.[N-:37]=[N+:38]=[N-:39].[Na+]. (2) Given the product [CH3:26][O:25][C:23](=[O:24])[C:22]([C:21]1[N:18]=[C:9]([C:10]2[C:11]([Cl:17])=[CH:12][CH:13]=[CH:14][C:15]=2[Cl:16])[N:8]([C:5]2[CH:4]=[CH:3][C:2]([Br:1])=[CH:7][CH:6]=2)[CH:20]=1)([CH3:28])[CH3:27], predict the reactants needed to synthesize it. The reactants are: [Br:1][C:2]1[CH:7]=[CH:6][C:5]([NH:8][C:9](=[NH:18])[C:10]2[C:15]([Cl:16])=[CH:14][CH:13]=[CH:12][C:11]=2[Cl:17])=[CH:4][CH:3]=1.Br[CH2:20][C:21](=O)[C:22]([CH3:28])([CH3:27])[C:23]([O:25][CH3:26])=[O:24].C([O-])(O)=O.[Na+]. (3) Given the product [F:1][C:2]([F:20])([F:19])[C:3]([C:5]1[CH:10]=[CH:9][C:8]([O:11][CH2:12][CH2:13][CH2:14][CH2:15][CH2:23][C:22]([F:36])([F:35])[F:21])=[CH:7][CH:6]=1)=[O:4], predict the reactants needed to synthesize it. The reactants are: [F:1][C:2]([F:20])([F:19])[C:3]([C:5]1[CH:10]=[CH:9][C:8]([O:11][CH2:12][CH2:13][CH2:14][C:15](F)(F)F)=[CH:7][CH:6]=1)=[O:4].[F:21][C:22]([F:36])([F:35])[CH2:23]CCOC1C=CC(C=O)=CC=1.FC(F)(F)CCCCCOC1C=CC(C=O)=CC=1. (4) Given the product [Cl:9][C:10]1[CH:11]=[C:12](/[C:17](/[C:18]([F:21])([F:19])[F:20])=[CH:7]\[C:6]([C:2]2[O:1][CH:5]=[CH:4][CH:3]=2)=[O:8])[CH:13]=[C:14]([Cl:16])[CH:15]=1, predict the reactants needed to synthesize it. The reactants are: [O:1]1[CH:5]=[CH:4][CH:3]=[C:2]1[C:6](=[O:8])[CH3:7].[Cl:9][C:10]1[CH:11]=[C:12]([C:17](=O)[C:18]([F:21])([F:20])[F:19])[CH:13]=[C:14]([Cl:16])[CH:15]=1.C(=O)([O-])[O-].[K+].[K+].C(N(CC)CC)C. (5) Given the product [Br:1][C:2]1[CH:7]=[C:6]([F:8])[CH:5]=[CH:4][C:3]=1[CH2:9][CH2:10][NH2:11], predict the reactants needed to synthesize it. The reactants are: [Br:1][C:2]1[CH:7]=[C:6]([F:8])[CH:5]=[CH:4][C:3]=1[CH2:9][C:10]#[N:11].CSC. (6) Given the product [CH:1]1([CH2:4][O:5][C:6]2[CH:11]=[CH:10][C:9]([CH:12]([F:14])[F:13])=[CH:8][C:7]=2[C:15]2[C:16]3[NH:23][C:22]([CH3:24])=[C:21]([C:25]([NH:40][C@H:38]4[CH2:39][C@H:35]([NH:34][C:33](=[O:42])[O:32][C:28]([CH3:31])([CH3:29])[CH3:30])[C@@H:36]([CH3:41])[CH2:37]4)=[O:26])[C:17]=3[N:18]=[CH:19][N:20]=2)[CH2:3][CH2:2]1, predict the reactants needed to synthesize it. The reactants are: [CH:1]1([CH2:4][O:5][C:6]2[CH:11]=[CH:10][C:9]([CH:12]([F:14])[F:13])=[CH:8][C:7]=2[C:15]2[C:16]3[NH:23][C:22]([CH3:24])=[C:21]([C:25](O)=[O:26])[C:17]=3[N:18]=[CH:19][N:20]=2)[CH2:3][CH2:2]1.[C:28]([O:32][C:33](=[O:42])[NH:34][C@H:35]1[CH2:39][C@H:38]([NH2:40])[CH2:37][C@@H:36]1[CH3:41])([CH3:31])([CH3:30])[CH3:29].